Dataset: NCI-60 drug combinations with 297,098 pairs across 59 cell lines. Task: Regression. Given two drug SMILES strings and cell line genomic features, predict the synergy score measuring deviation from expected non-interaction effect. Drug 1: CC1=CC2C(CCC3(C2CCC3(C(=O)C)OC(=O)C)C)C4(C1=CC(=O)CC4)C. Drug 2: C1C(C(OC1N2C=NC3=C(N=C(N=C32)Cl)N)CO)O. Cell line: NCI-H522. Synergy scores: CSS=1.61, Synergy_ZIP=-1.88, Synergy_Bliss=-3.13, Synergy_Loewe=-9.73, Synergy_HSA=-3.34.